From a dataset of Full USPTO retrosynthesis dataset with 1.9M reactions from patents (1976-2016). Predict the reactants needed to synthesize the given product. The reactants are: [CH:1](Cl)(Cl)Cl.[CH3:5][CH2:6][C:7]([C:9]1[CH:14]=[CH:13][C:12](O)=[CH:11][CH:10]=1)=[O:8].Cl.[OH2:17].[OH-:18].[Na+]. Given the product [OH:17][C:12]1[CH:13]=[CH:14][C:9]([C:7](=[O:8])[CH2:6][CH3:5])=[CH:10][C:11]=1[CH:1]=[O:18], predict the reactants needed to synthesize it.